This data is from Reaction yield outcomes from USPTO patents with 853,638 reactions. The task is: Predict the reaction yield, written as a fraction of the theoretical maximum amount of product (1.0 means a 100% yield; for example, 0.34 means a 34% yield). (1) The reactants are [OH:1][C:2]1[CH:7]=[C:6]([O:8][CH3:9])[CH:5]=[CH:4][C:3]=1[C:10](=[O:12])[CH3:11].O=[C:14]1[CH2:19][CH2:18][N:17]([C:20]([O:22][C:23]([CH3:26])([CH3:25])[CH3:24])=[O:21])[CH2:16][CH2:15]1.N1CCCC1. The catalyst is CO. The product is [C:20]([N:17]1[CH2:16][CH2:15][C:14]2([CH2:11][C:10](=[O:12])[C:3]3[C:2](=[CH:7][C:6]([O:8][CH3:9])=[CH:5][CH:4]=3)[O:1]2)[CH2:19][CH2:18]1)([O:22][C:23]([CH3:26])([CH3:25])[CH3:24])=[O:21]. The yield is 0.510. (2) The yield is 0.514. The reactants are [CH2:1]([O:3][C:4]1[CH:5]=[C:6]([C:20]2[CH:25]=[CH:24][C:23]([CH2:26][C:27]([NH2:29])=[O:28])=[C:22]([F:30])[CH:21]=2)[CH:7]=[N:8][C:9]=1[O:10][CH2:11][C:12]1[CH:17]=[CH:16][C:15]([O:18][CH3:19])=[CH:14][CH:13]=1)[CH3:2].Br[C:32]1[CH:39]=[CH:38][C:35]([C:36]#[N:37])=[C:34]([C:40]([F:43])([F:42])[F:41])[CH:33]=1.CC1(C)C2C(=C(P(C3C=CC=CC=3)C3C=CC=CC=3)C=CC=2)OC2C(P(C3C=CC=CC=3)C3C=CC=CC=3)=CC=CC1=2.C([O-])([O-])=O.[Cs+].[Cs+]. The catalyst is O1CCOCC1.C1C=CC(/C=C/C(/C=C/C2C=CC=CC=2)=O)=CC=1.C1C=CC(/C=C/C(/C=C/C2C=CC=CC=2)=O)=CC=1.C1C=CC(/C=C/C(/C=C/C2C=CC=CC=2)=O)=CC=1.[Pd].[Pd]. The product is [C:36]([C:35]1[CH:38]=[CH:39][C:32]([NH:29][C:27](=[O:28])[CH2:26][C:23]2[CH:24]=[CH:25][C:20]([C:6]3[CH:7]=[N:8][C:9]([O:10][CH2:11][C:12]4[CH:13]=[CH:14][C:15]([O:18][CH3:19])=[CH:16][CH:17]=4)=[C:4]([O:3][CH2:1][CH3:2])[CH:5]=3)=[CH:21][C:22]=2[F:30])=[CH:33][C:34]=1[C:40]([F:41])([F:42])[F:43])#[N:37]. (3) The yield is 0.300. The reactants are [N+:1]([C:4]1[CH:9]=[CH:8][C:7]([S:10](Cl)(=[O:12])=[O:11])=[CH:6][CH:5]=1)([O-:3])=[O:2].N1C=CC=CC=1.C1COCC1.Cl.[C:26]([CH:30]1[CH2:35][CH2:34][NH:33][CH2:32][CH2:31]1)([CH3:29])([CH3:28])[CH3:27]. The catalyst is CCOC(C)=O. The product is [C:26]([CH:30]1[CH2:35][CH2:34][N:33]([S:10]([C:7]2[CH:8]=[CH:9][C:4]([N+:1]([O-:3])=[O:2])=[CH:5][CH:6]=2)(=[O:12])=[O:11])[CH2:32][CH2:31]1)([CH3:29])([CH3:28])[CH3:27]. (4) No catalyst specified. The yield is 0.510. The product is [C:24]([C:21]1[CH:22]=[CH:23][C:18]([N:12]2[C:13](=[O:17])[C:14]([CH3:15])([CH3:16])[N:10]([C:7]3[CH:8]=[CH:9][C:4]([C:3]([NH:33][CH3:32])=[O:31])=[CH:5][CH:6]=3)[C:11]2=[S:30])=[CH:19][C:20]=1[C:26]([F:29])([F:28])[F:27])#[N:25]. The reactants are CO[C:3](=[O:31])[C:4]1[CH:9]=[CH:8][C:7]([N:10]2[C:14]([CH3:16])([CH3:15])[C:13](=[O:17])[N:12]([C:18]3[CH:23]=[CH:22][C:21]([C:24]#[N:25])=[C:20]([C:26]([F:29])([F:28])[F:27])[CH:19]=3)[C:11]2=[S:30])=[CH:6][CH:5]=1.[CH3:32][NH2:33]. (5) The reactants are [C:1]([C:3]1([C:8]2[CH:13]=[CH:12][C:11]([NH:14][C:15](=[O:26])[C:16]3[CH:21]=[CH:20][C:19]([O:22][CH3:23])=[C:18]([O:24][CH3:25])[CH:17]=3)=[CH:10][CH:9]=2)[CH2:7][CH2:6][CH2:5][CH2:4]1)#[N:2].N[OH:28].C1C=[CH:31][C:32]2[N:37](O)N=NC=2C=1.C(Cl)CCl. The catalyst is CCO.C(O)(=O)C. The product is [CH3:25][O:24][C:18]1[CH:17]=[C:16]([CH:21]=[CH:20][C:19]=1[O:22][CH3:23])[C:15]([NH:14][C:11]1[CH:10]=[CH:9][C:8]([C:3]2([C:1]3[N:37]=[C:32]([CH3:31])[O:28][N:2]=3)[CH2:4][CH2:5][CH2:6][CH2:7]2)=[CH:13][CH:12]=1)=[O:26]. The yield is 0.260. (6) The reactants are [F:1][C:2]([F:11])([F:10])[O:3][CH2:4][CH2:5][CH2:6][C:7](O)=[O:8].C1C=CC2N(O)N=[N:18]C=2C=1.C(Cl)CCl.[OH-].[NH4+]. The catalyst is CC#N.[Cl-].[Na+].O.O.CCOCC. The product is [F:1][C:2]([F:11])([F:10])[O:3][CH2:4][CH2:5][CH2:6][C:7]([NH2:18])=[O:8]. The yield is 1.03. (7) The reactants are [C:1]([O:5][C:6]([N:8]1[CH2:12][CH2:11][CH2:10][CH:9]1[C:13]1[NH:14][C:15]([C:18]2[CH:23]=[CH:22][C:21](Br)=[CH:20][CH:19]=2)=[CH:16][N:17]=1)=[O:7])([CH3:4])([CH3:3])[CH3:2].[CH3:25][O:26][C:27](=[O:64])[NH:28][CH:29]([C:33]([N:35]1[CH2:39][CH2:38][CH2:37][CH:36]1[C:40]1[NH:41][C:42]([C:45]2[CH:54]=[CH:53][C:52]3[C:47](=[CH:48][CH:49]=[C:50](B4OC(C)(C)C(C)(C)O4)[CH:51]=3)[CH:46]=2)=[CH:43][N:44]=1)=[O:34])[CH:30]([CH3:32])[CH3:31].[O-]P([O-])([O-])=O.[K+].[K+].[K+].CC1(C)C2C(=C(P(C3C=CC=CC=3)C3C=CC=CC=3)C=CC=2)OC2C(P(C3C=CC=CC=3)C3C=CC=CC=3)=CC=CC1=2. The catalyst is COCCOC.CCOC(C)=O.CO.C1C=CC(/C=C/C(/C=C/C2C=CC=CC=2)=O)=CC=1.C1C=CC(/C=C/C(/C=C/C2C=CC=CC=2)=O)=CC=1.C1C=CC(/C=C/C(/C=C/C2C=CC=CC=2)=O)=CC=1.[Pd].[Pd]. The product is [C:1]([O:5][C:6]([N:8]1[CH2:12][CH2:11][CH2:10][CH:9]1[C:13]1[NH:14][C:15]([C:18]2[CH:23]=[CH:22][C:21]([C:50]3[CH:49]=[CH:48][C:47]4[C:52](=[CH:53][CH:54]=[C:45]([C:42]5[NH:41][C:40]([CH:36]6[CH2:37][CH2:38][CH2:39][N:35]6[C:33](=[O:34])[CH:29]([NH:28][C:27]([O:26][CH3:25])=[O:64])[CH:30]([CH3:32])[CH3:31])=[N:44][CH:43]=5)[CH:46]=4)[CH:51]=3)=[CH:20][CH:19]=2)=[CH:16][N:17]=1)=[O:7])([CH3:4])([CH3:3])[CH3:2]. The yield is 0.490. (8) The reactants are Br[C:2]1[S:3][CH:4]=[CH:5][C:6]=1[CH3:7].[Li]CCCC.[B:13](OC(C)C)([O:18]C(C)C)[O:14]C(C)C.Cl. No catalyst specified. The product is [B:13]([OH:18])([OH:14])[C:2]1[S:3][CH:4]=[CH:5][C:6]=1[CH3:7]. The yield is 0.930. (9) The reactants are [CH3:1][CH2:2][N:3]([C:21]([CH3:23])=[O:22])[C:4]1[CH:5]=[CH:6][CH:7]=[C:8]([C:10]2[N:15]3[N:16]=[CH:17][C:18]([C:19]#[N:20])=[C:14]3[N:13]=[CH:12][CH:11]=2)[CH:9]=1.[P:24](=[O:28])([OH:27])([OH:26])[OH:25].C(OCC)C. The catalyst is ClCCl. The product is [CH3:1][CH2:2][N:3]([C:21]([CH3:23])=[O:22])[C:4]1[CH:5]=[CH:6][CH:7]=[C:8]([C:10]2[N:15]3[N:16]=[CH:17][C:18]([C:19]#[N:20])=[C:14]3[N:13]=[CH:12][CH:11]=2)[CH:9]=1.[P:24]([O-:28])([O-:27])([O-:26])=[O:25]. The yield is 0.950. (10) The yield is 0.330. The catalyst is C1COCC1. The product is [F:29][C:26]1[CH:27]=[CH:28][C:23]2[N:24]([C:20]([C@@H:16]3[CH2:17][CH2:18][CH2:19][N:15]3[CH2:14][CH2:13][CH2:12][OH:11])=[N:21][N:22]=2)[CH:25]=1. The reactants are [H-].[Al+3].[Li+].[H-].[H-].[H-].C([O:11][C:12](=O)[CH2:13][CH2:14][N:15]1[CH2:19][CH2:18][CH2:17][C@H:16]1[C:20]1[N:24]2[CH:25]=[C:26]([F:29])[CH:27]=[CH:28][C:23]2=[N:22][N:21]=1)(C)(C)C.